From a dataset of Forward reaction prediction with 1.9M reactions from USPTO patents (1976-2016). Predict the product of the given reaction. (1) Given the reactants C([O:8][C:9]1[CH:14]=[C:13]([O:15][CH2:16][CH2:17][CH2:18][CH2:19][NH2:20])[C:12]([CH2:21][CH3:22])=[CH:11][C:10]=1[C:23]1[CH:28]=[CH:27][C:26]([F:29])=[CH:25][CH:24]=1)C1C=CC=CC=1.[H][H], predict the reaction product. The product is: [CH2:21]([C:12]1[C:13]([O:15][CH2:16][CH2:17][CH2:18][CH2:19][NH2:20])=[CH:14][C:9]([OH:8])=[C:10]([C:23]2[CH:28]=[CH:27][C:26]([F:29])=[CH:25][CH:24]=2)[CH:11]=1)[CH3:22]. (2) Given the reactants [OH:1][CH2:2][C:3]1[S:4][C:5]([NH:8][C:9](=[O:15])[O:10][C:11]([CH3:14])([CH3:13])[CH3:12])=[CH:6][N:7]=1, predict the reaction product. The product is: [CH:2]([C:3]1[S:4][C:5]([NH:8][C:9](=[O:15])[O:10][C:11]([CH3:13])([CH3:12])[CH3:14])=[CH:6][N:7]=1)=[O:1]. (3) The product is: [CH2:8]([NH:10][C:11]([C@H:13]1[CH2:17][CH2:16][C@@H:15]([N:18]([CH3:19])[C:38]([C:35]2[CH:34]=[CH:33][C:32]([C:29]3[CH:28]=[CH:27][C:26]([O:25][C@@H:22]4[CH2:23][CH2:24][O:20][CH2:21]4)=[CH:31][CH:30]=3)=[CH:37][CH:36]=2)=[O:40])[CH2:14]1)=[O:12])[CH3:9]. Given the reactants FC(F)(F)C(O)=O.[CH2:8]([NH:10][C:11]([C@H:13]1[CH2:17][CH2:16][C@@H:15]([NH:18][CH3:19])[CH2:14]1)=[O:12])[CH3:9].[O:20]1[CH2:24][CH2:23][C@@H:22]([O:25][C:26]2[CH:31]=[CH:30][C:29]([C:32]3[CH:37]=[CH:36][C:35]([C:38]([OH:40])=O)=[CH:34][CH:33]=3)=[CH:28][CH:27]=2)[CH2:21]1, predict the reaction product.